From a dataset of Reaction yield outcomes from USPTO patents with 853,638 reactions. Predict the reaction yield, written as a fraction of the theoretical maximum amount of product (1.0 means a 100% yield; for example, 0.34 means a 34% yield). The reactants are [Cl:1][C:2]1[CH:3]=[C:4]([NH:9][C:10](=O)[CH2:11][C:12]2[CH:17]=[CH:16][CH:15]=[C:14]([O:18][CH2:19][C:20]3[CH:25]=[CH:24][CH:23]=[CH:22][CH:21]=3)[CH:13]=2)[CH:5]=[CH:6][C:7]=1[Cl:8].Cl.[OH-].[K+]. The catalyst is C1COCC1.O. The product is [Cl:1][C:2]1[CH:3]=[C:4]([NH:9][CH2:10][CH2:11][C:12]2[CH:17]=[CH:16][CH:15]=[C:14]([O:18][CH2:19][C:20]3[CH:21]=[CH:22][CH:23]=[CH:24][CH:25]=3)[CH:13]=2)[CH:5]=[CH:6][C:7]=1[Cl:8]. The yield is 0.990.